Dataset: CYP2C19 inhibition data for predicting drug metabolism from PubChem BioAssay. Task: Regression/Classification. Given a drug SMILES string, predict its absorption, distribution, metabolism, or excretion properties. Task type varies by dataset: regression for continuous measurements (e.g., permeability, clearance, half-life) or binary classification for categorical outcomes (e.g., BBB penetration, CYP inhibition). Dataset: cyp2c19_veith. (1) The compound is COc1ccc(-c2cn3c(C)c(C(=O)NCCN4CCOCC4)sc3n2)cc1. The result is 0 (non-inhibitor). (2) The drug is CC(=O)N[C@@H]1[C@@H](O)O[C@@H](CO)[C@@H](O)[C@@H]1O[C@@H](C)C(=O)O. The result is 0 (non-inhibitor). (3) The result is 0 (non-inhibitor). The compound is O=C(O)CSc1nc(C(F)(F)F)cc(=O)n1-c1ccccc1. (4) The molecule is O=C(c1cccc(F)c1)N1CCC2(CC1)CN(c1ccc(-c3ccccc3)cc1)C2. The result is 0 (non-inhibitor).